Dataset: Drug-target binding data from BindingDB using Kd measurements. Task: Regression. Given a target protein amino acid sequence and a drug SMILES string, predict the binding affinity score between them. We predict pKd (pKd = -log10(Kd in M); higher means stronger binding). Dataset: bindingdb_kd. The drug is Cn1c(Nc2ccc(C(F)(F)F)cc2)nc2cc(Oc3ccnc(-c4ncc(C(F)(F)F)[nH]4)c3)ccc21. The target protein (P9WI81) has sequence MTTPSHLSDRYELGEILGFGGMSEVHLARDLRLHRDVAVKVLRADLARDPSFYLRFRREAQNAAALNHPAIVAVYDTGEAETPAGPLPYIVMEYVDGVTLRDIVHTEGPMTPKRAIEVIADACQALNFSHQNGIIHRDVKPANIMISATNAVKVMDFGIARAIADSGNSVTQTAAVIGTAQYLSPEQARGDSVDARSDVYSLGCVLYEVLTGEPPFTGDSPVSVAYQHVREDPIPPSARHEGLSADLDAVVLKALAKNPENRYQTAAEMRADLVRVHNGEPPEAPKVLTDAERTSLLSSAAGNLSGPRTDPLPRQDLDDTDRDRSIGSVGRWVAVVAVLAVLTVVVTIAINTFGGITRDVQVPDVRGQSSADAIATLQNRGFKIRTLQKPDSTIPPDHVIGTDPAANTSVSAGDEITVNVSTGPEQREIPDVSTLTYAEAVKKLTAAGFGRFKQANSPSTPELVGKVIGTNPPANQTSAITNVVIIIVGSGPATKDIPDV.... The pKd is 5.0.